Dataset: Peptide-MHC class I binding affinity with 185,985 pairs from IEDB/IMGT. Task: Regression. Given a peptide amino acid sequence and an MHC pseudo amino acid sequence, predict their binding affinity value. This is MHC class I binding data. (1) The peptide sequence is FSYGTLIID. The MHC is HLA-A02:01 with pseudo-sequence HLA-A02:01. The binding affinity (normalized) is 0. (2) The peptide sequence is RGPYRAFVTI. The MHC is HLA-B58:01 with pseudo-sequence HLA-B58:01. The binding affinity (normalized) is 0. (3) The peptide sequence is AQIDNYNKF. The MHC is HLA-B14:02 with pseudo-sequence HLA-B14:02. The binding affinity (normalized) is 0.107.